Dataset: Catalyst prediction with 721,799 reactions and 888 catalyst types from USPTO. Task: Predict which catalyst facilitates the given reaction. (1) Reactant: Cl.[NH:2]1[C:10]2[C:5](=[CH:6][C:7]([NH:11][C:12]([C:14]3[C:15]([C:20]4[CH:25]=[CH:24][C:23]([C:26]([F:29])([F:28])[F:27])=[CH:22][CH:21]=4)=[CH:16][CH:17]=[CH:18][CH:19]=3)=[O:13])=[CH:8][CH:9]=2)[CH2:4][CH2:3]1.[CH3:30][C:31]1[S:32][CH:33]=[C:34]([CH2:36][C:37](O)=[O:38])[N:35]=1.ON1C2C=CC=CC=2N=N1.Cl.CN(C)CCCN=C=NCC. Product: [CH3:30][C:31]1[S:32][CH:33]=[C:34]([CH2:36][C:37]([N:2]2[C:10]3[C:5](=[CH:6][C:7]([NH:11][C:12]([C:14]4[C:15]([C:20]5[CH:21]=[CH:22][C:23]([C:26]([F:27])([F:28])[F:29])=[CH:24][CH:25]=5)=[CH:16][CH:17]=[CH:18][CH:19]=4)=[O:13])=[CH:8][CH:9]=3)[CH2:4][CH2:3]2)=[O:38])[N:35]=1. The catalyst class is: 289. (2) Reactant: [ClH:1].[CH3:2][N:3]([C@@H:28]1[CH2:33][CH2:32][CH2:31][NH:30][CH2:29]1)[C:4]1[N:5]=[C:6]([NH:13][C:14]2[CH:19]=[CH:18][C:17]([C:20]([N:22]3[CH2:27][CH2:26][O:25][CH2:24][CH2:23]3)=[O:21])=[CH:16][CH:15]=2)[C:7]([C:10]([NH2:12])=[O:11])=[N:8][CH:9]=1.[CH3:34][N:35]([CH3:42])[CH2:36]/[CH:37]=[CH:38]/[C:39](O)=[O:40].CCN(C(C)C)C(C)C.C1CN([P+](ON2N=NC3C=CC=CC2=3)(N2CCCC2)N2CCCC2)CC1.F[P-](F)(F)(F)(F)F. Product: [CH3:34][N:35]([CH3:42])[CH2:36]/[CH:37]=[CH:38]/[C:39]([N:30]1[CH2:31][CH2:32][CH2:33][C@@H:28]([N:3]([CH3:2])[C:4]2[N:5]=[C:6]([NH:13][C:14]3[CH:19]=[CH:18][C:17]([C:20]([N:22]4[CH2:23][CH2:24][O:25][CH2:26][CH2:27]4)=[O:21])=[CH:16][CH:15]=3)[C:7]([C:10]([NH2:12])=[O:11])=[N:8][CH:9]=2)[CH2:29]1)=[O:40].[ClH:1]. The catalyst class is: 37. (3) Reactant: [H-].[Na+].[C:3]([CH2:5]P(=O)(OCC)OCC)#[N:4].[Cl:14][C:15]1[CH:16]=[C:17]([CH:20]=[C:21]([Cl:23])[CH:22]=1)[CH:18]=O. Product: [Cl:14][C:15]1[CH:16]=[C:17]([CH:18]=[CH:5][C:3]#[N:4])[CH:20]=[C:21]([Cl:23])[CH:22]=1. The catalyst class is: 1. (4) Reactant: C(OC(=O)[NH:10][C@@H:11]([CH:38]1[CH2:43][CH2:42][C:41]([F:45])([F:44])[CH2:40][CH2:39]1)[C:12]([N:14]1[C@H:19]([C:20](=[O:32])[NH:21][C@H:22]2[C:31]3[C:26](=[CH:27][CH:28]=[CH:29][CH:30]=3)[O:25][CH2:24][CH2:23]2)[CH2:18][N:17]2[CH2:33][C:34]([F:37])([F:36])[CH2:35][C@@H:16]2[CH2:15]1)=[O:13])C1C=CC=CC=1.[ClH:47].CO. Product: [ClH:47].[ClH:47].[NH2:10][C@@H:11]([CH:38]1[CH2:43][CH2:42][C:41]([F:44])([F:45])[CH2:40][CH2:39]1)[C:12]([N:14]1[C@H:19]([C:20]([NH:21][C@H:22]2[C:31]3[C:26](=[CH:27][CH:28]=[CH:29][CH:30]=3)[O:25][CH2:24][CH2:23]2)=[O:32])[CH2:18][N:17]2[CH2:33][C:34]([F:36])([F:37])[CH2:35][C@@H:16]2[CH2:15]1)=[O:13]. The catalyst class is: 719. (5) Reactant: [CH3:1][C:2]1[N:6]=[CH:5][N:4]([C:7]2[CH:12]=[CH:11][C:10]([N+:13]([O-])=O)=[CH:9][CH:8]=2)[N:3]=1.[H][H]. Product: [CH3:1][C:2]1[N:6]=[CH:5][N:4]([C:7]2[CH:12]=[CH:11][C:10]([NH2:13])=[CH:9][CH:8]=2)[N:3]=1. The catalyst class is: 354. (6) Reactant: Br[C:2]1[CH:3]=[C:4]2[C:9](=[CH:10][CH:11]=1)[N:8]1[N:12]=[CH:13][N:14]=[C:7]1[CH:6]=[CH:5]2.[SH:15][C:16]1[CH:17]=[C:18]([C:22]2([C:28]#[N:29])[CH2:27][CH2:26][O:25][CH2:24][CH2:23]2)[CH:19]=[CH:20][CH:21]=1.CCN(C(C)C)C(C)C.C1(P(C2C=CC=CC=2)C2C3OC4C(=CC=CC=4P(C4C=CC=CC=4)C4C=CC=CC=4)C(C)(C)C=3C=CC=2)C=CC=CC=1. Product: [N:12]1[N:8]2[C:9]3[C:4]([CH:5]=[CH:6][C:7]2=[N:14][CH:13]=1)=[CH:3][C:2]([S:15][C:16]1[CH:17]=[C:18]([C:22]2([C:28]#[N:29])[CH2:23][CH2:24][O:25][CH2:26][CH2:27]2)[CH:19]=[CH:20][CH:21]=1)=[CH:11][CH:10]=3. The catalyst class is: 62. (7) Reactant: [C:1]([O-])([O-])=O.[K+].[K+].[C:7]1(C)[C:12]([OH:13])=[CH:11][CH:10]=[CH:9][CH:8]=1.Br[CH2:16][C:17]1[CH:26]=[CH:25][C:20]([C:21]([O:23][CH3:24])=[O:22])=[CH:19][CH:18]=1. The catalyst class is: 21. Product: [C:10]1([CH3:1])[CH:9]=[CH:8][CH:7]=[C:12]([O:13][CH2:16][C:17]2[CH:26]=[CH:25][C:20]([C:21]([O:23][CH3:24])=[O:22])=[CH:19][CH:18]=2)[CH:11]=1.